This data is from NCI-60 drug combinations with 297,098 pairs across 59 cell lines. The task is: Regression. Given two drug SMILES strings and cell line genomic features, predict the synergy score measuring deviation from expected non-interaction effect. (1) Drug 1: CN(CC1=CN=C2C(=N1)C(=NC(=N2)N)N)C3=CC=C(C=C3)C(=O)NC(CCC(=O)O)C(=O)O. Drug 2: CC1=CC=C(C=C1)C2=CC(=NN2C3=CC=C(C=C3)S(=O)(=O)N)C(F)(F)F. Cell line: PC-3. Synergy scores: CSS=47.7, Synergy_ZIP=3.69, Synergy_Bliss=-0.935, Synergy_Loewe=-20.9, Synergy_HSA=-2.67. (2) Synergy scores: CSS=33.6, Synergy_ZIP=-4.48, Synergy_Bliss=-2.54, Synergy_Loewe=-25.4, Synergy_HSA=-0.928. Cell line: UACC-257. Drug 1: C1C(C(OC1N2C=NC3=C(N=C(N=C32)Cl)N)CO)O. Drug 2: CC=C1C(=O)NC(C(=O)OC2CC(=O)NC(C(=O)NC(CSSCCC=C2)C(=O)N1)C(C)C)C(C)C.